This data is from Peptide-MHC class I binding affinity with 185,985 pairs from IEDB/IMGT. The task is: Regression. Given a peptide amino acid sequence and an MHC pseudo amino acid sequence, predict their binding affinity value. This is MHC class I binding data. (1) The peptide sequence is YAEGDVVVF. The MHC is HLA-A80:01 with pseudo-sequence HLA-A80:01. The binding affinity (normalized) is 0.0847. (2) The peptide sequence is RLASMAICSA. The MHC is HLA-A02:03 with pseudo-sequence HLA-A02:03. The binding affinity (normalized) is 0.704. (3) The peptide sequence is RMRGAHTNDV. The MHC is HLA-B45:01 with pseudo-sequence HLA-B45:01. The binding affinity (normalized) is 0.0329. (4) The peptide sequence is LSIFNPCLI. The MHC is HLA-A02:02 with pseudo-sequence HLA-A02:02. The binding affinity (normalized) is 0.368. (5) The peptide sequence is VLCVKKFYK. The MHC is HLA-A11:01 with pseudo-sequence HLA-A11:01. The binding affinity (normalized) is 0.799. (6) The peptide sequence is VYIPPYCTI. The binding affinity (normalized) is 0.823. The MHC is HLA-A24:02 with pseudo-sequence HLA-A24:02. (7) The peptide sequence is IPLTEEAEL. The MHC is HLA-A01:01 with pseudo-sequence HLA-A01:01. The binding affinity (normalized) is 0.